Dataset: Forward reaction prediction with 1.9M reactions from USPTO patents (1976-2016). Task: Predict the product of the given reaction. (1) Given the reactants C(N(CC)CC)C.[CH3:8][N:9]1[CH2:14][CH2:13][N:12]([C:15]2[CH:22]=[CH:21][C:18]([CH2:19][NH2:20])=[CH:17][CH:16]=2)[CH2:11][CH2:10]1.Cl[C:24]1[N:33]([CH2:34][CH2:35][CH2:36][C:37]([O:39][CH3:40])=[O:38])[C:32](=[O:41])[C:31]2[C:26](=[CH:27][CH:28]=[CH:29][CH:30]=2)[N:25]=1.O, predict the reaction product. The product is: [CH3:8][N:9]1[CH2:14][CH2:13][N:12]([C:15]2[CH:22]=[CH:21][C:18]([CH2:19][NH:20][C:24]3[N:33]([CH2:34][CH2:35][CH2:36][C:37]([O:39][CH3:40])=[O:38])[C:32](=[O:41])[C:31]4[C:26](=[CH:27][CH:28]=[CH:29][CH:30]=4)[N:25]=3)=[CH:17][CH:16]=2)[CH2:11][CH2:10]1. (2) The product is: [F:21][C:18]1[CH:19]=[CH:20][C:15]([N:8]2[C:7]3[C:2]([CH:25]=[CH2:26])=[CH:3][C:4]([N+:22]([O-:24])=[O:23])=[CH:5][C:6]=3[O:11][C:10]([CH3:13])([CH3:12])[C:9]2=[O:14])=[CH:16][CH:17]=1. Given the reactants Br[C:2]1[C:7]2[N:8]([C:15]3[CH:20]=[CH:19][C:18]([F:21])=[CH:17][CH:16]=3)[C:9](=[O:14])[C:10]([CH3:13])([CH3:12])[O:11][C:6]=2[CH:5]=[C:4]([N+:22]([O-:24])=[O:23])[CH:3]=1.[CH2:25]([Sn](CCCC)(CCCC)C=C)[CH2:26]CC, predict the reaction product. (3) Given the reactants [C:1]([O:5][C:6](=[O:35])[NH:7][C:8]1([C:12]2[CH:17]=[CH:16][C:15]([C:18]3[C:19]([C:29]4[CH:34]=[CH:33][CH:32]=[CH:31][CH:30]=4)=[CH:20][C:21]4[NH:26][C:25](=[O:27])[CH2:24][O:23][C:22]=4[N:28]=3)=[CH:14][CH:13]=2)[CH2:11][CH2:10][CH2:9]1)([CH3:4])([CH3:3])[CH3:2].[H-].[Na+].Br[CH2:39][C:40]1[CH:45]=[CH:44][N:43]=[CH:42][CH:41]=1.Br.C([O-])(O)=O.[Na+], predict the reaction product. The product is: [C:1]([O:5][C:6](=[O:35])[NH:7][C:8]1([C:12]2[CH:13]=[CH:14][C:15]([C:18]3[C:19]([C:29]4[CH:30]=[CH:31][CH:32]=[CH:33][CH:34]=4)=[CH:20][C:21]4[N:26]([CH2:39][C:40]5[CH:45]=[CH:44][N:43]=[CH:42][CH:41]=5)[C:25](=[O:27])[CH2:24][O:23][C:22]=4[N:28]=3)=[CH:16][CH:17]=2)[CH2:11][CH2:10][CH2:9]1)([CH3:4])([CH3:2])[CH3:3]. (4) Given the reactants O[CH2:2][C:3]1[CH:4]=[C:5]2[C:9](=[C:10]([N+:12]([O-:14])=[O:13])[CH:11]=1)[NH:8][C:7]([C:15]1[CH:20]=[CH:19][CH:18]=[CH:17][CH:16]=1)=[CH:6]2.N1C=CN=C1.C1(P(C2C=CC=CC=2)C2C=CC=CC=2)C=CC=CC=1.[I:45]I, predict the reaction product. The product is: [I:45][CH2:2][C:3]1[CH:4]=[C:5]2[C:9](=[C:10]([N+:12]([O-:14])=[O:13])[CH:11]=1)[NH:8][C:7]([C:15]1[CH:20]=[CH:19][CH:18]=[CH:17][CH:16]=1)=[CH:6]2. (5) The product is: [OH:2][C:3]1[CH:12]=[C:11]2[C:6]([C@H:7]([C:21]3[CH:26]=[CH:25][C:24]([O:27][CH2:28][CH2:29][N:30]4[CH2:31][CH2:32][CH2:33][CH2:34]4)=[CH:23][CH:22]=3)[C@H:8]([C:13]3[CH:14]=[CH:15][C:16]([OH:19])=[CH:17][CH:18]=3)[CH2:9][O:10]2)=[CH:5][CH:4]=1. Given the reactants C[O:2][C:3]1[CH:12]=[C:11]2[C:6]([C@H:7]([C:21]3[CH:26]=[CH:25][C:24]([O:27][CH2:28][CH2:29][N:30]4[CH2:34][CH2:33][CH2:32][CH2:31]4)=[CH:23][CH:22]=3)[C@H:8]([C:13]3[CH:18]=[CH:17][C:16]([O:19]C)=[CH:15][CH:14]=3)[CH2:9][O:10]2)=[CH:5][CH:4]=1.Cl.N1C=CC=CC=1, predict the reaction product.